Dataset: Forward reaction prediction with 1.9M reactions from USPTO patents (1976-2016). Task: Predict the product of the given reaction. (1) Given the reactants [Cl:1][C:2]1[CH:29]=[CH:28][C:5]([CH2:6][N:7]2[CH:12]=[N:11][C:10]([N:13]3[CH2:18][CH2:17][C:16]([C:20]4[CH:25]=[CH:24][C:23]([F:26])=[CH:22][CH:21]=4)(O)[CH2:15][CH2:14]3)=[N:9][C:8]2=[O:27])=[CH:4][CH:3]=1.FC(F)(F)C(O)=O, predict the reaction product. The product is: [Cl:1][C:2]1[CH:3]=[CH:4][C:5]([CH2:6][N:7]2[CH:12]=[N:11][C:10]([N:13]3[CH2:18][CH2:17][C:16]([C:20]4[CH:25]=[CH:24][C:23]([F:26])=[CH:22][CH:21]=4)=[CH:15][CH2:14]3)=[N:9][C:8]2=[O:27])=[CH:28][CH:29]=1. (2) Given the reactants CO[C:3]([C:5]1[N:6]=[CH:7][C:8]2[C:9](=[O:23])[N:10]([CH2:16][C:17]3[CH:22]=[CH:21][CH:20]=[CH:19][CH:18]=3)[CH:11]=[CH:12][C:13]=2[C:14]=1[OH:15])=[O:4].[NH2:24][CH2:25][CH2:26][O:27][CH2:28][C:29]([OH:31])=[O:30].C[O-].[Na+], predict the reaction product. The product is: [CH2:16]([N:10]1[C:9](=[O:23])[C:8]2[CH:7]=[N:6][C:5]([C:3]([NH:24][CH2:25][CH2:26][O:27][CH2:28][C:29]([OH:31])=[O:30])=[O:4])=[C:14]([OH:15])[C:13]=2[CH:12]=[CH:11]1)[C:17]1[CH:18]=[CH:19][CH:20]=[CH:21][CH:22]=1. (3) The product is: [CH2:19]([N:11]1[C:12]2[CH:17]=[CH:16][CH:15]=[CH:14][C:13]=2[C:7]([C:1]2[CH:2]=[CH:3][CH:4]=[CH:5][CH:6]=2)=[N:8][CH2:9][C:10]1=[O:18])[CH:20]([CH3:22])[CH3:21]. Given the reactants [C:1]1([C:7]2[C:13]3[CH:14]=[CH:15][CH:16]=[CH:17][C:12]=3[NH:11][C:10](=[O:18])[CH2:9][N:8]=2)[CH:6]=[CH:5][CH:4]=[CH:3][CH:2]=1.[CH2:19](I)[CH:20]([CH3:22])[CH3:21], predict the reaction product. (4) Given the reactants [O:1]1[C:6]2[CH:7]=[CH:8][C:9]([OH:11])=[CH:10][C:5]=2[O:4][CH2:3][CH2:2]1.[H-].[Na+].I[CH3:15], predict the reaction product. The product is: [CH3:15][O:11][C:9]1[CH:8]=[CH:7][C:6]2[O:1][CH2:2][CH2:3][O:4][C:5]=2[CH:10]=1. (5) Given the reactants [NH:1]1[C:10]2[C:5](=[CH:6][CH:7]=[CH:8][CH:9]=2)[CH2:4][CH2:3][CH2:2]1.[I:11]I.OO, predict the reaction product. The product is: [I:11][C:7]1[CH:6]=[C:5]2[C:10](=[CH:9][CH:8]=1)[NH:1][CH2:2][CH2:3][CH2:4]2.